This data is from Catalyst prediction with 721,799 reactions and 888 catalyst types from USPTO. The task is: Predict which catalyst facilitates the given reaction. Reactant: [C:1]([O:5][C:6]([NH:8][C:9]1[C:10]([CH2:17][C:18]([OH:20])=O)=[CH:11][C:12]([O:15][CH3:16])=[N:13][CH:14]=1)=[O:7])([CH3:4])([CH3:3])[CH3:2].C(Cl)CCl.C1C=NC2N(O)N=NC=2C=1.CCN(C(C)C)C(C)C. Product: [C:1]([O:5][C:6]([N:8]1[C:9]2=[CH:14][N:13]=[C:12]([O:15][CH3:16])[CH:11]=[C:10]2[CH2:17][C:18]1=[O:20])=[O:7])([CH3:4])([CH3:3])[CH3:2]. The catalyst class is: 2.